Predict the reactants needed to synthesize the given product. From a dataset of Full USPTO retrosynthesis dataset with 1.9M reactions from patents (1976-2016). (1) Given the product [Ti+4:36].[CH2:1]([P:3]([CH:6]([C:10]1[CH:15]=[CH:14][CH:13]=[CH:12][CH:11]=1)[CH2:7][CH2:8][OH:9])(=[O:4])[O-:5])[CH3:2].[CH2:1]([P:3]([CH:6]([C:10]1[CH:15]=[CH:14][CH:13]=[CH:12][CH:11]=1)[CH2:7][CH2:8][OH:9])(=[O:4])[O-:5])[CH3:2].[CH2:1]([P:3]([CH:6]([C:10]1[CH:15]=[CH:14][CH:13]=[CH:12][CH:11]=1)[CH2:7][CH2:8][OH:9])(=[O:4])[O-:5])[CH3:2].[CH2:1]([P:3]([CH:6]([C:10]1[CH:15]=[CH:14][CH:13]=[CH:12][CH:11]=1)[CH2:7][CH2:8][OH:9])(=[O:4])[O-:5])[CH3:2], predict the reactants needed to synthesize it. The reactants are: [CH2:1]([P:3]([CH:6]([C:10]1[CH:15]=[CH:14][CH:13]=[CH:12][CH:11]=1)[CH2:7][CH2:8][OH:9])(=[O:5])[OH:4])[CH3:2].[O-]CCCC.[O-]CCCC.[O-]CCCC.[O-]CCCC.[Ti+4:36]. (2) Given the product [Br:5][CH2:1][C:9]1[CH:8]=[C:7]([Cl:6])[C:12]([Cl:13])=[N:11][CH:10]=1, predict the reactants needed to synthesize it. The reactants are: [C:1]([Br:5])(Br)(Br)Br.[Cl:6][C:7]1[CH:8]=[C:9](CO)[CH:10]=[N:11][C:12]=1[Cl:13].C1C=CC(P(C2C=CC=CC=2)C2C=CC=CC=2)=CC=1. (3) Given the product [O:1]1[C:5]2[CH:6]=[CH:7][CH:8]=[CH:9][C:4]=2[CH:3]=[C:2]1[C:10]([NH:12][C@@H:13]([CH2:18][CH2:19][CH2:20][N:21]([C:23]([O:25][CH2:26][C:27]1[CH:28]=[CH:29][CH:30]=[CH:31][CH:32]=1)=[O:24])[CH3:22])[C:14]([OH:16])=[O:15])=[O:11], predict the reactants needed to synthesize it. The reactants are: [O:1]1[C:5]2[CH:6]=[CH:7][CH:8]=[CH:9][C:4]=2[CH:3]=[C:2]1[C:10]([NH:12][C@@H:13]([CH2:18][CH2:19][CH2:20][N:21]([C:23]([O:25][CH2:26][C:27]1[CH:32]=[CH:31][CH:30]=[CH:29][CH:28]=1)=[O:24])[CH3:22])[C:14]([O:16]C)=[O:15])=[O:11].[OH-].[Na+].Cl. (4) Given the product [O:28]=[C:20]1[CH:19]([CH2:29][C:30]([OH:32])=[O:31])[CH2:18][C:17]2[CH:34]=[CH:35][C:14]([O:13][CH2:12][CH2:11][CH2:10][NH:9][C:4]3[CH:5]=[CH:6][CH:7]=[CH:8][N:3]=3)=[CH:15][C:16]=2[CH2:22][N:21]1[CH2:23][C:24]([F:27])([F:25])[F:26], predict the reactants needed to synthesize it. The reactants are: [Li+].[OH-].[N:3]1[CH:8]=[CH:7][CH:6]=[CH:5][C:4]=1[NH:9][CH2:10][CH2:11][CH2:12][O:13][C:14]1[CH:35]=[CH:34][C:17]2[CH2:18][CH:19]([CH2:29][C:30]([O:32]C)=[O:31])[C:20](=[O:28])[N:21]([CH2:23][C:24]([F:27])([F:26])[F:25])[CH2:22][C:16]=2[CH:15]=1. (5) Given the product [CH3:24][O:23][C:22]1[CH:21]=[CH:20][C:19]([C:30]2[CH:35]=[CH:34][C:33]([O:36][CH3:37])=[CH:32][CH:31]=2)=[CH:18][C:17]=1[CH2:16][NH:15][CH:12]1[CH2:13][CH2:14][CH:9]([N:8]([CH3:28])[C:1](=[O:2])[O:3][C:4]([CH3:7])([CH3:6])[CH3:5])[CH2:10][CH2:11]1, predict the reactants needed to synthesize it. The reactants are: [C:1]([N:8]([CH3:28])[CH:9]1[CH2:14][CH2:13][CH:12]([NH:15][CH2:16][C:17]2[CH:18]=[C:19](B(O)O)[CH:20]=[CH:21][C:22]=2[O:23][CH3:24])[CH2:11][CH2:10]1)([O:3][C:4]([CH3:7])([CH3:6])[CH3:5])=[O:2].Br[C:30]1[CH:35]=[CH:34][C:33]([O:36][CH3:37])=[CH:32][CH:31]=1. (6) Given the product [OH:1][C@H:2]([C@@H:20]([NH2:28])[CH2:21][C:22]1[CH:23]=[CH:24][CH:25]=[CH:26][CH:27]=1)[CH2:3][N:4]([CH2:13][C:14]1[CH:19]=[CH:18][CH:17]=[CH:16][CH:15]=1)[NH:5][C:6]([O:8][C:9]([CH3:12])([CH3:10])[CH3:11])=[O:7], predict the reactants needed to synthesize it. The reactants are: [OH:1][C@H:2]([C@@H:20]([NH:28]C(=O)C(F)(F)F)[CH2:21][C:22]1[CH:27]=[CH:26][CH:25]=[CH:24][CH:23]=1)[CH2:3][N:4]([CH2:13][C:14]1[CH:19]=[CH:18][CH:17]=[CH:16][CH:15]=1)[NH:5][C:6]([O:8][C:9]([CH3:12])([CH3:11])[CH3:10])=[O:7].C([O-])([O-])=O.[K+].[K+].